From a dataset of Forward reaction prediction with 1.9M reactions from USPTO patents (1976-2016). Predict the product of the given reaction. (1) Given the reactants [NH4+:1].[Cl-:2].C[Al](C)C.[C:7]1([CH2:17][C:18]#[N:19])[C:16]2[C:11](=[CH:12][CH:13]=[CH:14][CH:15]=2)[CH:10]=[CH:9][CH:8]=1, predict the reaction product. The product is: [ClH:2].[C:7]1([CH2:17][C:18]([NH2:1])=[NH:19])[C:16]2[C:11](=[CH:12][CH:13]=[CH:14][CH:15]=2)[CH:10]=[CH:9][CH:8]=1. (2) Given the reactants C(Cl)CCl.[OH:5][CH2:6][C:7]([O:9][CH2:10][C:11]1[CH:16]=[CH:15][CH:14]=[CH:13][CH:12]=1)=[O:8].[CH:17]1([CH2:20][O:21][C:22]2[CH:30]=[CH:29][C:25]([C:26](O)=[O:27])=[CH:24][C:23]=2[CH:31]=[O:32])[CH2:19][CH2:18]1, predict the reaction product. The product is: [CH:17]1([CH2:20][O:21][C:22]2[CH:30]=[CH:29][C:25]([C:26]([O:5][CH2:6][C:7]([O:9][CH2:10][C:11]3[CH:16]=[CH:15][CH:14]=[CH:13][CH:12]=3)=[O:8])=[O:27])=[CH:24][C:23]=2[CH:31]=[O:32])[CH2:19][CH2:18]1.